This data is from Forward reaction prediction with 1.9M reactions from USPTO patents (1976-2016). The task is: Predict the product of the given reaction. (1) Given the reactants Br[C:2]1[CH:7]=[CH:6][C:5]([NH:8][C:9](=[O:15])[O:10][C:11]([CH3:14])([CH3:13])[CH3:12])=[CH:4][C:3]=1[F:16].C[Mg+].[Br-].[Li]C(C)(C)C.[Cl:25][C:26]1[CH:27]=[C:28]([CH:31]=[CH:32][N:33]=1)[CH:29]=[O:30], predict the reaction product. The product is: [Cl:25][C:26]1[CH:27]=[C:28]([CH:29]([OH:30])[C:2]2[CH:7]=[CH:6][C:5]([NH:8][C:9](=[O:15])[O:10][C:11]([CH3:14])([CH3:13])[CH3:12])=[CH:4][C:3]=2[F:16])[CH:31]=[CH:32][N:33]=1. (2) The product is: [O:16]1[CH:20]=[CH:19][C:18]([C:21]2[CH:22]=[C:23]([C:24]([O:26][CH2:27][CH3:28])=[O:25])[N:6]([CH2:5][CH2:4][C:3]([F:9])([F:8])[F:2])[N:7]=2)=[N:17]1. Given the reactants Cl.[F:2][C:3]([F:9])([F:8])[CH2:4][CH2:5][NH:6][NH2:7].C(=O)([O-])[O-].[K+].[K+].[O:16]1[CH:20]=[CH:19][C:18]([C:21](=O)[CH:22]=[C:23](N(OC)C)[C:24]([O:26][CH2:27][CH3:28])=[O:25])=[N:17]1.Cl, predict the reaction product. (3) Given the reactants C([O:3][C:4](=[O:14])[CH2:5][C:6]1[C:11]([CH3:12])=[CH:10][CH:9]=[CH:8][C:7]=1[CH3:13])C.O.[OH-].[Li+], predict the reaction product. The product is: [CH3:12][C:11]1[CH:10]=[CH:9][CH:8]=[C:7]([CH3:13])[C:6]=1[CH2:5][C:4]([OH:14])=[O:3]. (4) Given the reactants Cl[CH2:2][CH2:3][CH2:4][CH2:5][CH2:6][O:7][C:8](=[O:10])[CH3:9].[N-:11]=[N+:12]=[N-:13].[Na+], predict the reaction product. The product is: [C:8]([O:7][CH2:6][CH2:5][CH2:4][CH2:3][CH2:2][N:11]=[N+:12]=[N-:13])(=[O:10])[CH3:9]. (5) Given the reactants [NH2:1][C:2]1[CH:23]=[CH:22][C:21]([O:24][CH2:25][C:26]([CH3:28])=[CH2:27])=[CH:20][C:3]=1[C:4]([NH:6][C:7]1[CH:12]=[C:11]([C:13]([NH:15][CH:16]2[CH2:18][CH2:17]2)=[O:14])[CH:10]=[CH:9][C:8]=1[CH3:19])=[O:5].[CH2:29](OC(OCC)OCC)C.C(O)(=O)C, predict the reaction product. The product is: [CH:16]1([NH:15][C:13](=[O:14])[C:11]2[CH:10]=[CH:9][C:8]([CH3:19])=[C:7]([N:6]3[C:4](=[O:5])[C:3]4[C:2](=[CH:23][CH:22]=[C:21]([O:24][CH2:25][C:26]([CH3:28])=[CH2:27])[CH:20]=4)[N:1]=[CH:29]3)[CH:12]=2)[CH2:17][CH2:18]1. (6) Given the reactants [CH:1]1([CH2:6][C@H:7]([CH2:18][N:19]([CH:28]=[O:29])[O:20]CC2C=CC=CC=2)[C:8]([N:10]2[CH2:17][CH2:16][CH2:15][C@H:11]2[C:12]([NH2:14])=[O:13])=[O:9])[CH2:5][CH2:4][CH2:3][CH2:2]1, predict the reaction product. The product is: [CH:1]1([CH2:6][C@H:7]([CH2:18][N:19]([CH:28]=[O:29])[OH:20])[C:8]([N:10]2[CH2:17][CH2:16][CH2:15][C@H:11]2[C:12]([NH2:14])=[O:13])=[O:9])[CH2:5][CH2:4][CH2:3][CH2:2]1.